This data is from Reaction yield outcomes from USPTO patents with 853,638 reactions. The task is: Predict the reaction yield, written as a fraction of the theoretical maximum amount of product (1.0 means a 100% yield; for example, 0.34 means a 34% yield). (1) The reactants are [C:1]([O:5][CH2:6][C:7]1[CH:12]=[CH:11][CH:10]=[CH:9][CH:8]=1)(=[O:4])[NH:2][NH2:3].C(O)(=O)C.[CH3:17][C:18]([CH:21]=O)([CH3:20])[CH3:19]. The catalyst is CO. The product is [CH2:6]([O:5][C:1]([NH:2]/[N:3]=[CH:17]/[C:18]([CH3:21])([CH3:20])[CH3:19])=[O:4])[C:7]1[CH:12]=[CH:11][CH:10]=[CH:9][CH:8]=1. The yield is 0.961. (2) The product is [Cl:34][C:28]1[C:27]([CH3:35])=[C:26]([NH:25][C@@H:11]([C:12]2[O:13][C:14]([C:17]3[CH:18]=[CH:19][C:20]([C:23]#[N:24])=[CH:21][CH:22]=3)=[N:15][N:16]=2)[CH2:10][CH2:9][OH:8])[CH:33]=[CH:32][C:29]=1[C:30]#[N:31]. The yield is 0.870. The catalyst is C1COCC1.CCOC(C)=O. The reactants are [Si]([O:8][CH2:9][CH2:10][C@@H:11]([NH:25][C:26]1[CH:33]=[CH:32][C:29]([C:30]#[N:31])=[C:28]([Cl:34])[C:27]=1[CH3:35])[C:12]1[O:13][C:14]([C:17]2[CH:22]=[CH:21][C:20]([C:23]#[N:24])=[CH:19][CH:18]=2)=[N:15][N:16]=1)(C(C)(C)C)(C)C.[F-].C([N+](CCCC)(CCCC)CCCC)CCC.